From a dataset of Full USPTO retrosynthesis dataset with 1.9M reactions from patents (1976-2016). Predict the reactants needed to synthesize the given product. (1) The reactants are: C(OC(=O)N(C(C(=O)[NH:12][C:13]1[CH:18]=[C:17]([C:19]2[C:20]3[N:27]([CH3:28])[N:26]=[C:25]([CH3:29])[C:21]=3[N:22]=[CH:23][N:24]=2)[CH:16]=[C:15]([C:30]#[C:31][C:32]2[CH:33]=[C:34]3[C:39](=[CH:40][CH:41]=2)[C:38]([CH3:42])=[N:37][CH:36]=[CH:35]3)[N:14]=1)C)C)(C)(C)C.[H][H].[OH-].[K+]. Given the product [CH3:28][N:27]1[C:20]2[C:19]([C:17]3[CH:16]=[C:15]([C:30]#[C:31][C:32]4[CH:33]=[C:34]5[C:39](=[CH:40][CH:41]=4)[C:38]([CH3:42])=[N:37][CH:36]=[CH:35]5)[N:14]=[C:13]([NH2:12])[CH:18]=3)=[N:24][CH:23]=[N:22][C:21]=2[C:25]([CH3:29])=[N:26]1, predict the reactants needed to synthesize it. (2) Given the product [CH2:15]([O:14][C:11]1[CH:10]=[C:9]2[C:8]([C:6]([CH:1]3[CH2:5][CH2:4][CH2:3][CH2:2]3)=[N:24][NH:25]2)=[CH:13][CH:12]=1)[C:16]1[CH:21]=[CH:20][CH:19]=[CH:18][CH:17]=1, predict the reactants needed to synthesize it. The reactants are: [CH:1]1([C:6]([C:8]2[CH:13]=[CH:12][C:11]([O:14][CH2:15][C:16]3[CH:21]=[CH:20][CH:19]=[CH:18][CH:17]=3)=[CH:10][C:9]=2F)=O)[CH2:5][CH2:4][CH2:3][CH2:2]1.O.[NH2:24][NH2:25]. (3) Given the product [F:34][C:28]1[C:27]([C:9]2[CH:10]=[C:11]3[C:15](=[CH:16][CH:17]=2)[CH2:14][C@H:13]([NH:18][S:19]([CH:22]([CH3:23])[CH3:24])(=[O:20])=[O:21])[CH2:12]3)=[CH:32][CH:31]=[C:30]([CH3:33])[N:29]=1, predict the reactants needed to synthesize it. The reactants are: CC1(C)C(C)(C)OB([C:9]2[CH:10]=[C:11]3[C:15](=[CH:16][CH:17]=2)[CH2:14][C@H:13]([NH:18][S:19]([CH:22]([CH3:24])[CH3:23])(=[O:21])=[O:20])[CH2:12]3)O1.Br[C:27]1[C:28]([F:34])=[N:29][C:30]([CH3:33])=[CH:31][CH:32]=1.C([O-])([O-])=O.[Na+].[Na+]. (4) Given the product [CH2:1]([O:8][C:9]1[CH:10]=[C:11]2[C:15](=[CH:16][C:17]=1[Cl:18])[N:14]([CH2:28][C:29]1[N:34]=[C:33]([C:35]([O:37][CH3:38])=[O:36])[CH:32]=[CH:31][CH:30]=1)[C:13]([C:19]1[CH:24]=[CH:23][CH:22]=[CH:21][CH:20]=1)=[CH:12]2)[C:2]1[CH:3]=[CH:4][CH:5]=[CH:6][CH:7]=1, predict the reactants needed to synthesize it. The reactants are: [CH2:1]([O:8][C:9]1[CH:10]=[C:11]2[C:15](=[CH:16][C:17]=1[Cl:18])[NH:14][C:13]([C:19]1[CH:24]=[CH:23][CH:22]=[CH:21][CH:20]=1)=[CH:12]2)[C:2]1[CH:7]=[CH:6][CH:5]=[CH:4][CH:3]=1.[H-].[Na+].Cl[CH2:28][C:29]1[N:34]=[C:33]([C:35]([O:37][CH3:38])=[O:36])[CH:32]=[CH:31][CH:30]=1.[Cl-].[NH4+]. (5) Given the product [Br:1][C:2]1[CH:3]=[C:4]2[C@:11]3([C:15](=[O:16])[N:14]([CH2:30][CH2:31][CH3:32])[C:13]([S:17][CH2:24][CH2:35][CH3:34])=[N:12]3)[CH2:10][C@H:9]([C:18]3[CH:19]=[CH:20][CH:21]=[CH:22][CH:23]=3)[O:8][C:5]2=[CH:6][CH:7]=1, predict the reactants needed to synthesize it. The reactants are: [Br:1][C:2]1[CH:3]=[C:4]2[C:11]3([C:15](=[O:16])[NH:14][C:13](=[S:17])[NH:12]3)[CH2:10][CH:9]([C:18]3[CH:23]=[CH:22][CH:21]=[CH:20][CH:19]=3)[O:8][C:5]2=[CH:6][CH:7]=1.[C:24]([O-])([O-])=O.[K+].[K+].[CH2:30](Br)[CH2:31][CH3:32].[CH3:34][C:35]#N. (6) Given the product [CH3:1][O:2][C:3](=[O:15])[CH:4]([NH:14][C:21]([O:20][C:17]([CH3:19])([CH3:18])[CH3:16])=[O:22])[CH2:5][O:6][C:7]1[CH:12]=[CH:11][C:10]([Br:13])=[CH:9][CH:8]=1, predict the reactants needed to synthesize it. The reactants are: [CH3:1][O:2][C:3](=[O:15])[CH:4]([NH2:14])[CH2:5][O:6][C:7]1[CH:12]=[CH:11][C:10]([Br:13])=[CH:9][CH:8]=1.[CH3:16][C:17]([O:20][C:21](O[C:21]([O:20][C:17]([CH3:19])([CH3:18])[CH3:16])=[O:22])=[O:22])([CH3:19])[CH3:18].CCN(CC)CC.